This data is from Reaction yield outcomes from USPTO patents with 853,638 reactions. The task is: Predict the reaction yield, written as a fraction of the theoretical maximum amount of product (1.0 means a 100% yield; for example, 0.34 means a 34% yield). (1) The reactants are C([NH:4][C:5]1[N:6]=[C:7]2[CH:12]=[CH:11][C:10]([O:13][C:14]3[CH:15]=[C:16]([NH:20][C:21](=[O:33])[C:22]4[CH:27]=[CH:26][CH:25]=[C:24]([C:28]5([C:31]#[N:32])[CH2:30][CH2:29]5)[CH:23]=4)[CH:17]=[CH:18][CH:19]=3)=[N:9][N:8]2[CH:34]=1)(=O)C.Cl.C(OCC)(=O)C.[OH-].[Na+]. The catalyst is CO. The product is [NH2:4][C:5]1[N:6]=[C:7]2[CH:12]=[CH:11][C:10]([O:13][C:14]3[CH:15]=[C:16]([NH:20][C:21](=[O:33])[C:22]4[CH:27]=[CH:26][CH:25]=[C:24]([C:28]5([C:31]#[N:32])[CH2:30][CH2:29]5)[CH:23]=4)[CH:17]=[CH:18][CH:19]=3)=[N:9][N:8]2[CH:34]=1. The yield is 0.820. (2) The reactants are [Si]([O:8][CH2:9][C@@H:10]1[C@H:14]2[O:15][C:16]([CH3:19])([CH3:18])[O:17][C@H:13]2[C@H:12]([N:20]([CH3:28])[C:21]2[CH:26]=[C:25]([Cl:27])[N:24]=[CH:23][N:22]=2)[CH2:11]1)(C(C)(C)C)(C)C.[F-].C([N+](CCCC)(CCCC)CCCC)CCC. The catalyst is C1COCC1. The product is [Cl:27][C:25]1[N:24]=[CH:23][N:22]=[C:21]([N:20]([CH3:28])[C@H:12]2[C@@H:13]3[O:17][C:16]([CH3:18])([CH3:19])[O:15][C@@H:14]3[C@@H:10]([CH2:9][OH:8])[CH2:11]2)[CH:26]=1. The yield is 0.890. (3) The reactants are Cl[C:2]1[N:7]=[CH:6][N:5]=[C:4]([N:8]2[CH2:12][CH2:11][N:10]([C:13]3[CH:14]=[N:15][CH:16]=[CH:17][C:18]=3[CH:19]3[CH2:21][CH2:20]3)[C:9]2=[O:22])[CH:3]=1.[CH:23]1(B(O)O)[CH2:25][CH2:24]1.C(=O)([O-])[O-].[K+].[K+]. The catalyst is C1C=CC([P]([Pd]([P](C2C=CC=CC=2)(C2C=CC=CC=2)C2C=CC=CC=2)([P](C2C=CC=CC=2)(C2C=CC=CC=2)C2C=CC=CC=2)[P](C2C=CC=CC=2)(C2C=CC=CC=2)C2C=CC=CC=2)(C2C=CC=CC=2)C2C=CC=CC=2)=CC=1.C1(C)C(C)=CC=CC=1. The product is [CH:19]1([C:18]2[CH:17]=[CH:16][N:15]=[CH:14][C:13]=2[N:10]2[CH2:11][CH2:12][N:8]([C:4]3[CH:3]=[C:2]([CH:23]4[CH2:25][CH2:24]4)[N:7]=[CH:6][N:5]=3)[C:9]2=[O:22])[CH2:21][CH2:20]1. The yield is 0.387. (4) The reactants are [CH3:1][O:2][C:3]1[CH:4]=[C:5]([CH2:9][CH2:10][NH2:11])[CH:6]=[CH:7][CH:8]=1.C(N(CC)CC)C.[F:19][C:20]([F:33])([F:32])[C:21]([N:23]1[CH2:28][CH2:27][CH:26]([C:29](Cl)=[O:30])[CH2:25][CH2:24]1)=[O:22]. The catalyst is C(Cl)Cl. The product is [CH3:1][O:2][C:3]1[CH:4]=[C:5]([CH2:9][CH2:10][NH:11][C:29]([CH:26]2[CH2:25][CH2:24][N:23]([C:21](=[O:22])[C:20]([F:33])([F:19])[F:32])[CH2:28][CH2:27]2)=[O:30])[CH:6]=[CH:7][CH:8]=1. The yield is 0.850. (5) The reactants are [S:1]1[C:5]2[CH:6]=[C:7]([NH:10][C:11]([NH:13][C:14]([CH3:18])([CH3:17])[CH2:15]Cl)=[O:12])[CH:8]=[CH:9][C:4]=2[N:3]=[CH:2]1.[H-].[Na+].CO. The product is [S:1]1[C:5]2[CH:6]=[C:7]([N:10]3[CH2:15][C:14]([CH3:18])([CH3:17])[NH:13][C:11]3=[O:12])[CH:8]=[CH:9][C:4]=2[N:3]=[CH:2]1. The yield is 0.773. The catalyst is C1COCC1.C(Cl)(Cl)Cl. (6) The reactants are I[C:2]1[CH:7]=[C:6]([N:8]([CH3:10])[CH3:9])[CH:5]=[CH:4][N:3]=1.[C:11]1(B(O)O)[CH:16]=[CH:15][CH:14]=[CH:13][CH:12]=1.C([O-])([O-])=O.[K+].[K+]. The catalyst is C1(C)C=CC=CC=1.O.CCOCC.C1C=CC([P]([Pd]([P](C2C=CC=CC=2)(C2C=CC=CC=2)C2C=CC=CC=2)([P](C2C=CC=CC=2)(C2C=CC=CC=2)C2C=CC=CC=2)[P](C2C=CC=CC=2)(C2C=CC=CC=2)C2C=CC=CC=2)(C2C=CC=CC=2)C2C=CC=CC=2)=CC=1. The product is [C:11]1([C:2]2[CH:7]=[C:6]([N:8]([CH3:10])[CH3:9])[CH:5]=[CH:4][N:3]=2)[CH:16]=[CH:15][CH:14]=[CH:13][CH:12]=1. The yield is 0.460. (7) The reactants are [Cl:1][C:2]1[CH:11]=[CH:10][C:5]([C:6]([O:8][CH3:9])=[O:7])=[C:4]([NH:12][CH2:13][CH2:14][CH2:15][OH:16])[C:3]=1[NH:17][C:18](=S)[NH:19][C:20]1[CH:25]=[CH:24][C:23]([Cl:26])=[CH:22][C:21]=1[Cl:27].Cl.C(N=C=NCCCN(C)C)C.C(N(CC)CC)C. The catalyst is O1CCCC1. The product is [Cl:1][C:2]1[C:3]2[N:17]=[C:18]([NH:19][C:20]3[CH:25]=[CH:24][C:23]([Cl:26])=[CH:22][C:21]=3[Cl:27])[N:12]([CH2:13][CH2:14][CH2:15][OH:16])[C:4]=2[C:5]([C:6]([O:8][CH3:9])=[O:7])=[CH:10][CH:11]=1. The yield is 0.710.